From a dataset of Forward reaction prediction with 1.9M reactions from USPTO patents (1976-2016). Predict the product of the given reaction. Given the reactants [Br:1][C:2]1[C:6]2[CH:7]=[C:8]([O:11][CH3:12])[CH:9]=[CH:10][C:5]=2[O:4][C:3]=1[C:13]([CH:15]1[CH2:20][CH2:19][CH2:18][CH2:17][CH2:16]1)=O.[NH2:21][C:22]1[CH:31]=[CH:30][C:25]([C:26]([O:28][CH3:29])=[O:27])=[CH:24][CH:23]=1.C(=O)([O-])O.[Na+].C([BH3-])#N.[Na+], predict the reaction product. The product is: [Br:1][C:2]1[C:6]2[CH:7]=[C:8]([O:11][CH3:12])[CH:9]=[CH:10][C:5]=2[O:4][C:3]=1[CH:13]([NH:21][C:22]1[CH:23]=[CH:24][C:25]([C:26]([O:28][CH3:29])=[O:27])=[CH:30][CH:31]=1)[CH:15]1[CH2:20][CH2:19][CH2:18][CH2:17][CH2:16]1.